Dataset: Catalyst prediction with 721,799 reactions and 888 catalyst types from USPTO. Task: Predict which catalyst facilitates the given reaction. (1) Reactant: [Si:1]([O:8][CH2:9][CH2:10][NH:11][S:12]([CH2:15][C:16]1[CH:21]=[CH:20][CH:19]=[CH:18][CH:17]=1)(=[O:14])=[O:13])([C:4]([CH3:7])([CH3:6])[CH3:5])([CH3:3])[CH3:2].[Li][CH2:23]CCC.ClCI. Product: [Si:1]([O:8][CH2:9][CH2:10][NH:11][S:12]([C:15]([C:16]1[CH:21]=[CH:20][CH:19]=[CH:18][CH:17]=1)=[CH2:23])(=[O:14])=[O:13])([C:4]([CH3:7])([CH3:6])[CH3:5])([CH3:3])[CH3:2]. The catalyst class is: 7. (2) Reactant: Cl[C:2]1[C:11]([CH3:12])=[C:10]([Cl:13])[C:9]2[C:4](=[CH:5][C:6]([F:15])=[CH:7][C:8]=2[F:14])[N:3]=1.[Cl:16][C:17]1[CH:18]=[N:19][CH:20]=[C:21](B(O)O)[CH:22]=1.C(=O)([O-])[O-].[K+].[K+]. Product: [Cl:13][C:10]1[C:9]2[C:4](=[CH:5][C:6]([F:15])=[CH:7][C:8]=2[F:14])[N:3]=[C:2]([C:21]2[CH:20]=[N:19][CH:18]=[C:17]([Cl:16])[CH:22]=2)[C:11]=1[CH3:12]. The catalyst class is: 11. (3) Reactant: [N+:1]([C:4]1[C:5]([NH:10][C:11]2[CH:16]=[CH:15][C:14]([OH:17])=[CH:13][CH:12]=2)=[N:6][CH:7]=[CH:8][CH:9]=1)([O-])=O.C([O-])=O.[NH4+].C(C1C=CC=C(C(C)(C)C)C=1O)(C)(C)C. Product: [NH2:1][C:4]1[C:5]([NH:10][C:11]2[CH:16]=[CH:15][C:14]([OH:17])=[CH:13][CH:12]=2)=[N:6][CH:7]=[CH:8][CH:9]=1. The catalyst class is: 3. (4) Reactant: [CH3:1][C:2]1[CH:3]=[N:4][C:5]([CH2:11][S+:12]([O-:24])[C:13]2[NH:14][C:15]3[CH:16]=[CH:17][C:18]([O:22][CH3:23])=[CH:19][C:20]=3[N:21]=2)=[C:6]([CH3:10])[C:7]=1[O:8][CH3:9].C1(C(C2C=CC=CC=2)(O)[C@H](C2C=CC=CC=2)O)C=CC=CC=1. Product: [CH3:1][C:2]1[C:7]([O:8][CH3:9])=[C:6]([CH3:10])[C:5]([CH2:11][S@@:12]([C:13]2[NH:21][C:20]3[CH:19]=[C:18]([O:22][CH3:23])[CH:17]=[CH:16][C:15]=3[N:14]=2)=[O:24])=[N:4][CH:3]=1. The catalyst class is: 32. (5) Reactant: [C:1]([O:5][C:6]([NH:8][CH:9]([C:13]1[CH:18]=[CH:17][C:16]([Cl:19])=[C:15]([F:20])[CH:14]=1)[C:10]([OH:12])=O)=[O:7])([CH3:4])([CH3:3])[CH3:2].C(N(C(C)C)C(C)C)C.Cl.[CH3:31][NH:32][O:33][CH3:34].F[B-](F)(F)F.N1(OC(N(C)C)=[N+](C)C)C2C=CC=CC=2N=N1. Product: [C:1]([O:5][C:6](=[O:7])[NH:8][CH:9]([C:13]1[CH:18]=[CH:17][C:16]([Cl:19])=[C:15]([F:20])[CH:14]=1)[C:10](=[O:12])[N:32]([O:33][CH3:34])[CH3:31])([CH3:2])([CH3:3])[CH3:4]. The catalyst class is: 35. (6) Reactant: C([O:3][C:4](=[O:45])[CH:5]([C:10]1[CH:11]=[C:12]([C:35]2[CH:40]=[CH:39][C:38]([C:41]([F:44])([F:43])[F:42])=[CH:37][CH:36]=2)[CH:13]=[C:14]([CH:16]2[CH2:21][CH2:20][CH2:19][N:18]([CH2:22][C:23]3[CH:28]=[CH:27][C:26]([O:29][CH3:30])=[C:25]([C:31]([F:34])([F:33])[F:32])[CH:24]=3)[CH2:17]2)[CH:15]=1)[CH2:6][CH:7]([CH3:9])[CH3:8])C.[OH-].[K+]. Product: [CH3:30][O:29][C:26]1[CH:27]=[CH:28][C:23]([CH2:22][N:18]2[CH2:19][CH2:20][CH2:21][CH:16]([C:14]3[CH:15]=[C:10]([CH:5]([CH2:6][CH:7]([CH3:9])[CH3:8])[C:4]([OH:45])=[O:3])[CH:11]=[C:12]([C:35]4[CH:36]=[CH:37][C:38]([C:41]([F:42])([F:43])[F:44])=[CH:39][CH:40]=4)[CH:13]=3)[CH2:17]2)=[CH:24][C:25]=1[C:31]([F:34])([F:33])[F:32]. The catalyst class is: 14.